Dataset: HIV replication inhibition screening data with 41,000+ compounds from the AIDS Antiviral Screen. Task: Binary Classification. Given a drug SMILES string, predict its activity (active/inactive) in a high-throughput screening assay against a specified biological target. (1) The compound is CC1=CC2C(C=C1)S(=O)(=O)N1CC21c1ccccc1. The result is 0 (inactive). (2) The molecule is O=C(Cc1nc(O)c2c3c(sc2n1)CCCC3)Nc1ccccc1. The result is 0 (inactive). (3) The molecule is O=C1CCC(S(=O)(=O)c2ccccc2)C(C=Cc2ccccc2)O1. The result is 0 (inactive). (4) The compound is O=S(=O)(O)OCCOc1ccc(S(=O)(=O)c2ccc(OCCOS(=O)(=O)O)cc2)cc1. The result is 0 (inactive). (5) The compound is CC(C)(C)C1=CC(=NN=c2scc(-c3ccccc3)n2-c2ccccc2)C=C(C(C)(C)C)C1=O. The result is 0 (inactive). (6) The compound is CCOc1ccc(NC(=S)NC=C(C#N)C#N)cc1. The result is 0 (inactive). (7) The compound is OC1CCOc2ccccc21. The result is 0 (inactive). (8) The compound is COc1c2oc(=O)ccc2c(Br)c2c(Br)c(Br)oc12. The result is 0 (inactive). (9) The drug is CC(=O)OC1CCC2(C)C3CCC4(C)C(C(C)CCCC(C)C)CCC4C3(C=NO)n3c(=O)n(-c4ccccc4)c(=O)n3C2(C=NO)C1. The result is 0 (inactive).